From a dataset of Reaction yield outcomes from USPTO patents with 853,638 reactions. Predict the reaction yield, written as a fraction of the theoretical maximum amount of product (1.0 means a 100% yield; for example, 0.34 means a 34% yield). (1) The reactants are [NH2:1][C:2]1[N:14]=[C:13]2[N:4]([C:5]([CH2:18][C:19]3[CH:27]=[CH:26][C:22]4[O:23][CH2:24][O:25][C:21]=4[CH:20]=3)=[N:6][C:7]3[CH:8]=[C:9]([C:15](O)=[O:16])[CH:10]=[CH:11][C:12]=32)[N:3]=1.C(N(CC)C(C)C)(C)C.CN(C(ON1N=NC2C=CC=CC1=2)=[N+](C)C)C.[B-](F)(F)(F)F.[NH2:59][CH2:60][CH2:61][OH:62]. The catalyst is ClCCl. The product is [OH:62][CH2:61][CH2:60][NH:59][C:15]([C:9]1[CH:10]=[CH:11][C:12]2[C:13]3[N:4]([N:3]=[C:2]([NH2:1])[N:14]=3)[C:5]([CH2:18][C:19]3[CH:27]=[CH:26][C:22]4[O:23][CH2:24][O:25][C:21]=4[CH:20]=3)=[N:6][C:7]=2[CH:8]=1)=[O:16]. The yield is 0.530. (2) The reactants are [Br:1][C:2]1[CH:3]=[C:4]([NH2:10])[C:5]([O:8][CH3:9])=[N:6][CH:7]=1.CN(C(ON1N=N[C:21]2[CH:22]=[CH:23][CH:24]=[CH:25][C:20]1=2)=[N+](C)C)C.F[P-](F)(F)(F)(F)F.[C:35]([O:39][C:40]([C@@H](CC1C=CC=CC=1)C(O)=O)=[O:41])([CH3:38])([CH3:37])[CH3:36].CC[N:55](C(C)C)[CH:56]([CH3:58])[CH3:57].CN(C=[O:66])C. No catalyst specified. The product is [Br:1][C:2]1[CH:3]=[C:4]([NH:10][C:57](=[O:66])[C@@H:56]([NH:55][C:40](=[O:41])[O:39][C:35]([CH3:36])([CH3:37])[CH3:38])[CH2:58][C:20]2[CH:21]=[CH:22][CH:23]=[CH:24][CH:25]=2)[C:5]([O:8][CH3:9])=[N:6][CH:7]=1. The yield is 0.700. (3) The reactants are [CH:1]([O:4][CH2:5][CH2:6][NH:7][C:8]([C:10]1[C:14]([NH:15][C:16](=[O:24])[C:17]2[CH:22]=[CH:21][C:20]([CH3:23])=[N:19][CH:18]=2)=[CH:13][N:12](C2CCCCO2)[N:11]=1)=[O:9])([CH3:3])[CH3:2].O.C1(C)C=CC(S(O)(=O)=O)=CC=1. The catalyst is C(O)C. The product is [CH:1]([O:4][CH2:5][CH2:6][NH:7][C:8]([C:10]1[C:14]([NH:15][C:16](=[O:24])[C:17]2[CH:22]=[CH:21][C:20]([CH3:23])=[N:19][CH:18]=2)=[CH:13][NH:12][N:11]=1)=[O:9])([CH3:3])[CH3:2]. The yield is 0.750. (4) The reactants are [O:1]=[C:2]1[C:11]2[C:6](=[CH:7][CH:8]=[CH:9][CH:10]=2)[N:5]=[C:4]([C:12]([NH:14][CH2:15][C:16]2[CH:21]=[CH:20][CH:19]=[C:18]([O:22][CH2:23][CH2:24][CH2:25][O:26][C:27]3[N:31]=[CH:30][N:29](C(C4C=CC=CC=4)(C4C=CC=CC=4)C4C=CC=CC=4)[N:28]=3)[CH:17]=2)=[O:13])[NH:3]1.FC(F)(F)C(O)=O.C([SiH](CC)CC)C. The catalyst is C(#N)C. The product is [O:1]=[C:2]1[C:11]2[C:6](=[CH:7][CH:8]=[CH:9][CH:10]=2)[N:5]=[C:4]([C:12]([NH:14][CH2:15][C:16]2[CH:21]=[CH:20][CH:19]=[C:18]([O:22][CH2:23][CH2:24][CH2:25][O:26][C:27]3[N:31]=[CH:30][NH:29][N:28]=3)[CH:17]=2)=[O:13])[NH:3]1. The yield is 0.960. (5) The product is [CH3:1][N:2]([CH3:18])[S:3]([C:6]1[CH:7]=[CH:8][CH:9]=[C:10]2[C:15]=1[N:14]=[C:13]([CH3:16])[CH:12]=[C:11]2[NH:24][CH2:23][C:22]1[CH:25]=[CH:26][C:27]([Cl:28])=[C:20]([Cl:19])[CH:21]=1)(=[O:5])=[O:4]. The yield is 0.130. The catalyst is CO. The reactants are [CH3:1][N:2]([CH3:18])[S:3]([C:6]1[CH:7]=[CH:8][CH:9]=[C:10]2[C:15]=1[N:14]=[C:13]([CH3:16])[CH:12]=[C:11]2Cl)(=[O:5])=[O:4].[Cl:19][C:20]1[CH:21]=[C:22]([CH:25]=[CH:26][C:27]=1[Cl:28])[CH2:23][NH2:24]. (6) The reactants are [F:1][C:2]1[CH:7]=[CH:6][C:5]([C:8]2[O:9][C:10]3[CH2:15][CH2:14][N:13]([C:16]4[N:23]=[CH:22][CH:21]=[CH:20][C:17]=4C#N)[CH2:12][C:11]=3[N:24]=2)=[CH:4][CH:3]=1.BrC1C=CC=CN=1. No catalyst specified. The product is [F:1][C:2]1[CH:7]=[CH:6][C:5]([C:8]2[O:9][C:10]3[CH2:15][CH2:14][N:13]([C:16]4[CH:17]=[CH:20][CH:21]=[CH:22][N:23]=4)[CH2:12][C:11]=3[N:24]=2)=[CH:4][CH:3]=1. The yield is 0.0400. (7) The reactants are [Br:1][C:2]1[CH:7]=[CH:6][C:5](/[CH:8]=[CH:9]/[CH:10]=[N:11]/N(C)C)=[C:4]([O:15][CH2:16][C:17]#[CH:18])[CH:3]=1.C(C1C=C(C)C=C(C(C)(C)C)C=1O)(C)(C)C. The catalyst is C1(C)C=C(C)C=C(C)C=1. The product is [Br:1][C:2]1[CH:7]=[CH:6][C:5]2[C:8]3[C:17](=[CH:18][N:11]=[CH:10][CH:9]=3)[CH2:16][O:15][C:4]=2[CH:3]=1. The yield is 0.250. (8) The reactants are [C:1]1([CH:7]2[S:12][CH2:11][CH2:10][CH2:9][S:8]2)[CH:6]=[CH:5][CH:4]=[CH:3][CH:2]=1.[CH2:13]([Li])[CH2:14][CH2:15][CH3:16].[CH2:18]1[CH2:22][O:21][CH2:20][CH2:19]1. No catalyst specified. The product is [C:18]1([CH2:19][CH:20]([C:7]2([C:1]3[CH:2]=[CH:3][CH:4]=[CH:5][CH:6]=3)[S:8][CH2:9][CH2:10][CH2:11][S:12]2)[OH:21])[CH:22]=[CH:16][CH:15]=[CH:14][CH:13]=1. The yield is 0.710.